This data is from Reaction yield outcomes from USPTO patents with 853,638 reactions. The task is: Predict the reaction yield, written as a fraction of the theoretical maximum amount of product (1.0 means a 100% yield; for example, 0.34 means a 34% yield). (1) The yield is 0.620. The catalyst is CN(C1C=CN=CC=1)C.C(Cl)Cl. The reactants are [CH3:1][C:2]([CH3:7])([CH3:6])[C:3](Cl)=[O:4].[Br:8][C:9]1[CH:14]=[C:13]([C:15]2[O:16][C:17]3[CH:23]=[CH:22][C:21]([CH3:24])=[CH:20][C:18]=3[N:19]=2)[CH:12]=[CH:11][C:10]=1[NH2:25].C(N(CC)CC)C. The product is [Br:8][C:9]1[CH:14]=[C:13]([C:15]2[O:16][C:17]3[CH:23]=[CH:22][C:21]([CH3:24])=[CH:20][C:18]=3[N:19]=2)[CH:12]=[CH:11][C:10]=1[NH:25][C:3](=[O:4])[C:2]([CH3:7])([CH3:6])[CH3:1]. (2) The reactants are [CH3:1][C:2]1[C:6]([C:7]2[N:8]([C:22]3[CH:27]=[CH:26][C:25]([O:28]C)=[CH:24][CH:23]=3)[C:9]3[C:14]([C:15]=2[C:16](=[O:21])[C:17]([F:20])([F:19])[F:18])=[CH:13][CH:12]=[CH:11][CH:10]=3)=[C:5]([CH3:30])[O:4][N:3]=1.B(Br)(Br)Br.O.O1CCOCC1. The catalyst is C(Cl)Cl. The product is [CH3:1][C:2]1[C:6]([C:7]2[N:8]([C:22]3[CH:23]=[CH:24][C:25]([OH:28])=[CH:26][CH:27]=3)[C:9]3[C:14]([C:15]=2[C:16](=[O:21])[C:17]([F:20])([F:18])[F:19])=[CH:13][CH:12]=[CH:11][CH:10]=3)=[C:5]([CH3:30])[O:4][N:3]=1. The yield is 0.460. (3) The catalyst is CN(C=O)C. The product is [OH:25][CH2:24][CH2:23][C:22]1[CH:26]=[CH:27][C:19]([NH:18][C:14]([C:13]2[C:9]([C:3]3[C:4]([Cl:8])=[CH:5][CH:6]=[CH:7][C:2]=3[Cl:1])=[N:10][O:11][C:12]=2[CH3:17])=[O:16])=[CH:20][CH:21]=1. The yield is 0.580. The reactants are [Cl:1][C:2]1[CH:7]=[CH:6][CH:5]=[C:4]([Cl:8])[C:3]=1[C:9]1[C:13]([C:14]([OH:16])=O)=[C:12]([CH3:17])[O:11][N:10]=1.[NH2:18][C:19]1[CH:27]=[CH:26][C:22]([CH2:23][CH2:24][OH:25])=[CH:21][CH:20]=1.CN(C(ON1N=NC2C=CC=CC1=2)=[N+](C)C)C.[B-](F)(F)(F)F.C(N(CC)CC)C.C(=O)(O)[O-].[Na+]. (4) The reactants are CCCC[N+](CCCC)(CCCC)CCCC.[F-].C([SiH2][O:24][C:25](C)(C)[C:26]1[CH:27]=[C:28]([CH:34]=[CH:35][C:36]=1[Cl:37])[CH2:29][NH:30][C:31](=[O:33])[CH3:32])(C)(C)C.CCOC(C)=O. The catalyst is C1COCC1. The product is [Cl:37][C:36]1[CH:35]=[CH:34][C:28]([CH2:29][NH:30][C:31](=[O:33])[CH3:32])=[CH:27][C:26]=1[CH2:25][OH:24]. The yield is 0.590. (5) The reactants are [OH:1][C:2]1[C:10]2[O:9][C:8]([NH:11][CH2:12][C:13]([OH:15])=[O:14])=[C:7]([C:16](=[O:29])[C:17]3[CH:22]=[C:21]([O:23][CH3:24])[C:20]([O:25][CH3:26])=[C:19]([O:27][CH3:28])[CH:18]=3)[C:6]=2[CH:5]=[CH:4][C:3]=1[O:30][CH3:31].[CH3:32][Si](Cl)(C)C. The catalyst is CO. The product is [CH3:32][O:14][C:13](=[O:15])[CH2:12][NH:11][C:8]1[O:9][C:10]2[C:2]([OH:1])=[C:3]([O:30][CH3:31])[CH:4]=[CH:5][C:6]=2[C:7]=1[C:16](=[O:29])[C:17]1[CH:18]=[C:19]([O:27][CH3:28])[C:20]([O:25][CH3:26])=[C:21]([O:23][CH3:24])[CH:22]=1. The yield is 0.790. (6) The reactants are [C:1]([C:3]1[CH:8]=[CH:7][CH:6]=[CH:5][C:4]=1[C:9]1[CH:14]=[CH:13][C:12]([CH2:15][C:16]2[C:17](=[O:42])[N:18]([C@H:28]3[CH2:33][CH2:32][C@H:31]([O:34][CH:35]([CH3:41])[C:36](OCC)=[O:37])[CH2:30][CH2:29]3)[C:19]3[N:20]([N:25]=[CH:26][N:27]=3)[C:21]=2[CH2:22][CH2:23][CH3:24])=[C:11]([F:43])[CH:10]=1)#[N:2].[BH4-].[Li+].[Cl-].[NH4+]. The catalyst is O1CCCC1. The product is [F:43][C:11]1[CH:10]=[C:9]([C:4]2[C:3]([C:1]#[N:2])=[CH:8][CH:7]=[CH:6][CH:5]=2)[CH:14]=[CH:13][C:12]=1[CH2:15][C:16]1[C:17](=[O:42])[N:18]([C@H:28]2[CH2:33][CH2:32][C@H:31]([O:34][CH:35]([CH3:41])[CH2:36][OH:37])[CH2:30][CH2:29]2)[C:19]2[N:20]([N:25]=[CH:26][N:27]=2)[C:21]=1[CH2:22][CH2:23][CH3:24]. The yield is 0.580. (7) The reactants are [N:1]1([C:7]2[C:8]3[CH:31]=[CH:30][N:29]([CH2:32][CH:33]=O)[C:9]=3[N:10]=[C:11]([C:13]3[CH:18]=[CH:17][C:16]([NH:19][C:20]([NH:22][C:23]4[CH:28]=[CH:27][N:26]=[CH:25][CH:24]=4)=[O:21])=[CH:15][CH:14]=3)[N:12]=2)[CH2:6][CH2:5][O:4][CH2:3][CH2:2]1.[CH3:35][N:36]1[CH2:41][CH2:40][NH:39][CH2:38][CH2:37]1. No catalyst specified. The product is [CH3:35][N:36]1[CH2:41][CH2:40][N:39]([CH2:33][CH2:32][N:29]2[C:9]3[N:10]=[C:11]([C:13]4[CH:18]=[CH:17][C:16]([NH:19][C:20]([NH:22][C:23]5[CH:24]=[CH:25][N:26]=[CH:27][CH:28]=5)=[O:21])=[CH:15][CH:14]=4)[N:12]=[C:7]([N:1]4[CH2:2][CH2:3][O:4][CH2:5][CH2:6]4)[C:8]=3[CH:31]=[CH:30]2)[CH2:38][CH2:37]1. The yield is 0.420.